Dataset: Catalyst prediction with 721,799 reactions and 888 catalyst types from USPTO. Task: Predict which catalyst facilitates the given reaction. (1) Reactant: [OH:1][CH2:2][CH2:3][C:4]([N:6]1[CH2:11][CH2:10][C:9]([C:12]2[C:17]([F:18])=[CH:16][C:15]([N:19]3[CH2:23][C@H:22]([CH2:24][N:25]([C:33]4[CH:37]=[CH:36][O:35][N:34]=4)C(OC(C)(C)C)=O)[O:21][C:20]3=[O:38])=[CH:14][C:13]=2[F:39])=[CH:8][CH2:7]1)=[O:5].FC(F)(F)C(O)=O. Product: [OH:1][CH2:2][CH2:3][C:4]([N:6]1[CH2:11][CH2:10][C:9]([C:12]2[C:13]([F:39])=[CH:14][C:15]([N:19]3[CH2:23][C@H:22]([CH2:24][NH:25][C:33]4[CH:37]=[CH:36][O:35][N:34]=4)[O:21][C:20]3=[O:38])=[CH:16][C:17]=2[F:18])=[CH:8][CH2:7]1)=[O:5]. The catalyst class is: 46. (2) Reactant: Br[C:2]1[C:7]([NH2:8])=[CH:6][C:5]([F:9])=[CH:4][N:3]=1.CCN(CC)CC.[C:17]([OH:22])(=[O:21])[C:18]([CH3:20])=O. Product: [F:9][C:5]1[CH:6]=[C:7]2[NH:8][C:18]([C:17]([OH:22])=[O:21])=[CH:20][C:2]2=[N:3][CH:4]=1. The catalyst class is: 318. (3) Reactant: IC1C=CC=CC=1S([O-])(=O)=O.[Na+].OOS([O-])=O.[K+].S([O-])([O-])(=O)=O.[Na+].[Na+].[Si:26]([O:33][CH2:34][CH2:35][CH2:36][CH2:37][CH:38]([OH:40])[CH3:39])([C:29]([CH3:32])([CH3:31])[CH3:30])([CH3:28])[CH3:27]. Product: [Si:26]([O:33][CH2:34][CH2:35][CH2:36][CH2:37][C:38](=[O:40])[CH3:39])([C:29]([CH3:32])([CH3:31])[CH3:30])([CH3:28])[CH3:27]. The catalyst class is: 13. (4) Reactant: Cl[C:2]1[CH:7]=[CH:6][C:5]([N+:8]([O-:10])=[O:9])=[CH:4][N:3]=1.C(=O)([O-])[O-].[K+].[K+].[NH:17]1[CH2:21][CH2:20][CH2:19][CH2:18]1.CCOC(C)=O. Product: [N+:8]([C:5]1[CH:6]=[CH:7][C:2]([N:17]2[CH2:21][CH2:20][CH2:19][CH2:18]2)=[N:3][CH:4]=1)([O-:10])=[O:9]. The catalyst class is: 3. (5) Reactant: C(OC(=O)[NH:7][C@H:8]1[CH2:11][C@H:10]([NH:12][C:13]2[S:14][C:15]3[CH:21]=[CH:20][CH:19]=[CH:18][C:16]=3[N:17]=2)[CH2:9]1)(C)(C)C.FC(F)(F)C(O)=O. Product: [S:14]1[C:15]2[CH:21]=[CH:20][CH:19]=[CH:18][C:16]=2[N:17]=[C:13]1[NH:12][C@H:10]1[CH2:9][C@H:8]([NH2:7])[CH2:11]1. The catalyst class is: 4. (6) The catalyst class is: 571. Product: [Cl:1][C:2]1[N:3]=[N:4][C:5]([Cl:9])=[CH:6][C:7]=1[S:10][CH2:11][CH2:12][OH:13]. Reactant: [Cl:1][C:2]1[N:3]=[N:4][C:5]([Cl:9])=[CH:6][C:7]=1Cl.[SH:10][CH2:11][CH2:12][OH:13].C(=O)(O)[O-].[Na+].ClCCl.